This data is from Reaction yield outcomes from USPTO patents with 853,638 reactions. The task is: Predict the reaction yield, written as a fraction of the theoretical maximum amount of product (1.0 means a 100% yield; for example, 0.34 means a 34% yield). (1) The reactants are [NH2:1][C:2]1[N:10]=[C:9]([NH2:11])[CH:8]=[CH:7][C:3]=1[C:4]([OH:6])=O.Cl.C(N=C=NCCCN(C)C)C.ON1C2C=CC=CC=2N=N1.[CH2:34]([C:41]1[S:45][C:44]([CH2:46][NH2:47])=[CH:43][CH:42]=1)[C:35]1[CH:40]=[CH:39][CH:38]=[CH:37][CH:36]=1. The catalyst is CS(C)=O.[Cl-].[Na+].O. The product is [NH2:1][C:2]1[N:10]=[C:9]([NH2:11])[CH:8]=[CH:7][C:3]=1[C:4]([NH:47][CH2:46][C:44]1[S:45][C:41]([CH2:34][C:35]2[CH:40]=[CH:39][CH:38]=[CH:37][CH:36]=2)=[CH:42][CH:43]=1)=[O:6]. The yield is 0.300. (2) The reactants are [Br-].C1([P+](C2C=CC=CC=2)(C2C=CC=CC=2)[CH2:9][C:10]2[CH:15]=[CH:14][C:13]([O:16][C:17]([F:20])([F:19])[F:18])=[CH:12][CH:11]=2)C=CC=CC=1.[H-].[Na+].[CH2:35]([N:42]1[CH2:47][CH2:46][C:45](=O)[CH2:44][CH2:43]1)[C:36]1[CH:41]=[CH:40][CH:39]=[CH:38][CH:37]=1. The catalyst is CS(C)=O. The product is [CH2:35]([N:42]1[CH2:47][CH2:46][C:45](=[CH:9][C:10]2[CH:11]=[CH:12][C:13]([O:16][C:17]([F:18])([F:19])[F:20])=[CH:14][CH:15]=2)[CH2:44][CH2:43]1)[C:36]1[CH:41]=[CH:40][CH:39]=[CH:38][CH:37]=1. The yield is 0.740. (3) The reactants are [CH2:1]([N:8]([CH2:13][C@H:14]([C:16]1[CH:21]=[CH:20][C:19]([F:22])=[CH:18][CH:17]=1)[OH:15])[C:9](=[O:12])[CH2:10]Cl)[C:2]1[CH:7]=[CH:6][CH:5]=[CH:4][CH:3]=1.C(O)(C)(C)C.CC(C)([O-])C.[K+].[Cl-].[NH4+]. The catalyst is O. The product is [CH2:1]([N:8]1[CH2:13][C@H:14]([C:16]2[CH:21]=[CH:20][C:19]([F:22])=[CH:18][CH:17]=2)[O:15][CH2:10][C:9]1=[O:12])[C:2]1[CH:7]=[CH:6][CH:5]=[CH:4][CH:3]=1. The yield is 0.980. (4) The reactants are [Br:1][C:2]1[S:6][C:5](Br)=[C:4]([Br:8])[C:3]=1[Br:9].C([Li])CCC.[C:15](OCC)(=[O:21])[C:16]([O:18][CH2:19][CH3:20])=[O:17]. No catalyst specified. The product is [CH2:19]([O:18][C:16](=[O:17])[C:15]([C:5]1[S:6][C:2]([Br:1])=[C:3]([Br:9])[C:4]=1[Br:8])=[O:21])[CH3:20]. The yield is 0.710. (5) The reactants are [C:1]([O:5][C:6]([NH:8][C@H:9]1[C@H:13]([OH:14])[CH2:12][N:11]([C:15]([O:17][CH2:18][C:19]2[CH:24]=[CH:23][CH:22]=[CH:21][CH:20]=2)=[O:16])[CH2:10]1)=[O:7])([CH3:4])([CH3:3])[CH3:2].[H-].[Na+].[CH2:27](Br)[CH:28]=[CH2:29]. The catalyst is C1COCC1. The product is [CH2:29]([O:14][C@H:13]1[C@H:9]([NH:8][C:6]([O:5][C:1]([CH3:4])([CH3:2])[CH3:3])=[O:7])[CH2:10][N:11]([C:15]([O:17][CH2:18][C:19]2[CH:24]=[CH:23][CH:22]=[CH:21][CH:20]=2)=[O:16])[CH2:12]1)[CH:28]=[CH2:27]. The yield is 0.720. (6) The yield is 0.650. The reactants are [CH3:1][C:2]1[CH:23]=[CH:22][CH:21]=[C:20]([CH3:24])[C:3]=1[CH2:4][NH:5][C:6]1[C:14]2[N:13]=[C:12]([CH3:15])[N:11]([CH3:16])[C:10]=2[CH:9]=[C:8]([C:17](O)=[O:18])[CH:7]=1.F[B-](F)(F)F.N1(OC(N(C)C)=[N+](C)C)C2C=CC=CC=2N=N1.[CH3:47][NH:48][CH2:49][CH2:50][OH:51]. The product is [CH3:24][C:20]1[CH:21]=[CH:22][CH:23]=[C:2]([CH3:1])[C:3]=1[CH2:4][NH:5][C:6]1[C:14]2[N:13]=[C:12]([CH3:15])[N:11]([CH3:16])[C:10]=2[CH:9]=[C:8]([C:17]([N:48]([CH2:49][CH2:50][OH:51])[CH3:47])=[O:18])[CH:7]=1. The catalyst is ClCCl.CN(C)C=O.